Dataset: Catalyst prediction with 721,799 reactions and 888 catalyst types from USPTO. Task: Predict which catalyst facilitates the given reaction. (1) Reactant: CN(C(ON1N=NC2C=CC=NC1=2)=[N+](C)C)C.F[P-](F)(F)(F)(F)F.[F:25][C:26]1([F:41])[O:30][C:29]2[CH:31]=[CH:32][C:33]([C:35]3([C:38]([OH:40])=O)[CH2:37][CH2:36]3)=[CH:34][C:28]=2[O:27]1.[NH2:42][C:43]1[CH:44]=[C:45]2[CH:51]=[C:50]([C:52]([CH3:55])([CH3:54])[CH3:53])[N:49]([CH2:56][CH2:57][OH:58])[C:46]2=[CH:47][N:48]=1.C(N(CC)CC)C. Product: [C:52]([C:50]1[N:49]([CH2:56][CH2:57][OH:58])[C:46]2=[CH:47][N:48]=[C:43]([NH:42][C:38]([C:35]3([C:33]4[CH:32]=[CH:31][C:29]5[O:30][C:26]([F:25])([F:41])[O:27][C:28]=5[CH:34]=4)[CH2:36][CH2:37]3)=[O:40])[CH:44]=[C:45]2[CH:51]=1)([CH3:55])([CH3:53])[CH3:54]. The catalyst class is: 3. (2) Reactant: [NH2:1][C@@H:2]1[C:11]2[C:6](=[CH:7][CH:8]=[CH:9][CH:10]=2)[C@H:5]([OH:12])[CH2:4][CH2:3]1.[H-].[Na+].[CH3:15][C@H:16]1[CH2:21][CH2:20][CH2:19][C@@H:18]([CH3:22])[N:17]1[C:23]1[N:27]2[CH:28]=[C:29](F)[CH:30]=[CH:31][C:26]2=[N:25][N:24]=1.C. Product: [CH3:15][C@H:16]1[CH2:21][CH2:20][CH2:19][C@@H:18]([CH3:22])[N:17]1[C:23]1[N:27]2[CH:28]=[C:29]([O:12][C@H:5]3[C:6]4[C:11](=[CH:10][CH:9]=[CH:8][CH:7]=4)[C@@H:2]([NH2:1])[CH2:3][CH2:4]3)[CH:30]=[CH:31][C:26]2=[N:25][N:24]=1. The catalyst class is: 656. (3) Reactant: O=C1O[C@H]2CC3C=CC=CC=3[C@H]2NC(=O)CCC=CC[C@H]1CC(OC(C)(C)C)=O.FC(F)(F)C(O)=O.[O:37]=[C:38]1[O:49][C@H:48]2[CH2:50][C:51]3[CH:52]=[CH:53][CH:54]=[CH:55][C:56]=3[C@H:47]2[NH:46][C:45](=[O:57])[CH2:44][CH2:43][CH:42]=[CH:41][CH2:40][C@H:39]1[CH2:58][C:59]([OH:61])=O.[Cl:62][C:63]1[CH:68]=[CH:67][C:66]([CH2:69][NH2:70])=[CH:65][CH:64]=1. Product: [Cl:62][C:63]1[CH:68]=[CH:67][C:66]([CH2:69][NH:70][C:59](=[O:61])[CH2:58][C@H:39]2[C:38](=[O:37])[O:49][C@H:48]3[CH2:50][C:51]4[CH:52]=[CH:53][CH:54]=[CH:55][C:56]=4[C@H:47]3[NH:46][C:45](=[O:57])[CH2:44][CH2:43][CH:42]=[CH:41][CH2:40]2)=[CH:65][CH:64]=1. The catalyst class is: 512. (4) Reactant: [N:1]1[CH:6]=[CH:5][CH:4]=[CH:3][C:2]=1[NH:7][NH:8][C:9]([CH2:11][C:12]([O:14]CC)=O)=[O:10].[OH-].[Na+].CC(O)=O. Product: [N:1]1[CH:6]=[CH:5][CH:4]=[CH:3][C:2]=1[N:7]1[C:12](=[O:14])[CH2:11][C:9](=[O:10])[NH:8]1. The catalyst class is: 6. (5) Reactant: [NH2:1][C:2]1[N:7]=[CH:6][C:5]([C:8]2[C:9]3[CH:36]=[C:35]([Cl:37])[CH:34]=[CH:33][C:10]=3[N:11](CC3C=CC(OC)=CC=3)[C:12](=[O:23])[CH:13]([CH2:15][C:16]3[CH:21]=[CH:20][CH:19]=[CH:18][C:17]=3[Cl:22])[N:14]=2)=[CH:4][N:3]=1.C(#N)C. Product: [NH2:1][C:2]1[N:3]=[CH:4][C:5]([C:8]2[C:9]3[CH:36]=[C:35]([Cl:37])[CH:34]=[CH:33][C:10]=3[NH:11][C:12](=[O:23])[CH:13]([CH2:15][C:16]3[CH:21]=[CH:20][CH:19]=[CH:18][C:17]=3[Cl:22])[N:14]=2)=[CH:6][N:7]=1. The catalyst class is: 6. (6) Reactant: [NH:1]1[C:9]2[C:4](=[CH:5][CH:6]=[CH:7][CH:8]=2)[C:3]([CH2:10][CH2:11][C:12]([OH:14])=O)=[CH:2]1.C(N1C=CN=C1)(N1C=CN=C1)=O.[Cl:27][C:28]1[CH:29]=[C:30]2[C:39](=[CH:40][CH:41]=1)[C:38]([NH:42][CH2:43][CH2:44][CH2:45][CH2:46][CH2:47][NH2:48])=[C:37]1[C:32]([CH2:33][CH2:34][CH2:35][CH2:36]1)=[N:31]2. Product: [Cl:27][C:28]1[CH:29]=[C:30]2[C:39](=[CH:40][CH:41]=1)[C:38]([NH:42][CH2:43][CH2:44][CH2:45][CH2:46][CH2:47][NH:48][C:12](=[O:14])[CH2:11][CH2:10][C:3]1[C:4]3[C:9](=[CH:8][CH:7]=[CH:6][CH:5]=3)[NH:1][CH:2]=1)=[C:37]1[C:32]([CH2:33][CH2:34][CH2:35][CH2:36]1)=[N:31]2. The catalyst class is: 1. (7) Reactant: [C:1]([O:5][C:6]([N:8]1[CH2:13][CH2:12][CH2:11][CH:10]([OH:14])[CH2:9]1)=[O:7])([CH3:4])([CH3:3])[CH3:2].CS(C)=O.O.C(N(CC)CC)C. Product: [C:1]([O:5][C:6]([N:8]1[CH2:13][CH2:12][CH2:11][C:10](=[O:14])[CH2:9]1)=[O:7])([CH3:4])([CH3:2])[CH3:3]. The catalyst class is: 13. (8) The catalyst class is: 352. Product: [CH3:6][O:5][CH2:4][CH:3]([C:7]1[CH:8]=[CH:9][C:10]([N:13]2[CH:17]=[CH:16][CH:15]=[N:14]2)=[CH:11][CH:12]=1)[NH2:2]. Reactant: O[N:2]=[C:3]([C:7]1[CH:12]=[CH:11][C:10]([N:13]2[CH:17]=[CH:16][CH:15]=[N:14]2)=[CH:9][CH:8]=1)[CH2:4][O:5][CH3:6]. (9) Reactant: Cl[C:2]([O:4][C:5]1[C:10]([Cl:11])=[CH:9][CH:8]=[CH:7][C:6]=1[Cl:12])=[O:3].Cl.[CH2:14]1[C:23]2[C:18](=[CH:19][CH:20]=[CH:21][CH:22]=2)[CH2:17][CH2:16][N:15]1[NH2:24].C(N(CC)C(C)C)(C)C. Product: [Cl:12][C:6]1[CH:7]=[CH:8][CH:9]=[C:10]([Cl:11])[C:5]=1[O:4][C:2](=[O:3])[NH:24][N:15]1[CH2:16][CH2:17][C:18]2[C:23](=[CH:22][CH:21]=[CH:20][CH:19]=2)[CH2:14]1. The catalyst class is: 4. (10) Reactant: ClC[C:3]1[CH:25]=[CH:24][C:6]([CH2:7][N:8]2[C:17]3[C:12](=[C:13]([CH:18]4[O:22][CH2:21][CH2:20][O:19]4)[CH:14]=[CH:15][CH:16]=3)[CH2:11][CH2:10][C:9]2=[O:23])=[CH:5][CH:4]=1.[C:26]1([SH:32])[CH:31]=[CH:30][CH:29]=[CH:28][CH:27]=1. Product: [O:19]1[CH2:20][CH2:21][O:22][CH:18]1[C:13]1[CH:14]=[CH:15][CH:16]=[C:17]2[C:12]=1[CH2:11][CH2:10][C:9](=[O:23])[N:8]2[CH2:7][C:6]1[CH:24]=[CH:25][C:3]([S:32][C:26]2[CH:31]=[CH:30][CH:29]=[CH:28][CH:27]=2)=[CH:4][CH:5]=1. The catalyst class is: 1.